The task is: Predict the product of the given reaction.. This data is from Forward reaction prediction with 1.9M reactions from USPTO patents (1976-2016). (1) Given the reactants Cl[C:2]1[N:7]=[C:6]([S:8][CH2:9][CH3:10])[C:5]([C:11]([NH:13][CH2:14][C:15]2[CH:20]=[CH:19][CH:18]=[C:17]([F:21])[CH:16]=2)=[O:12])=[C:4]([CH3:22])[CH:3]=1.[CH3:23][NH:24][CH2:25][CH:26]1[CH2:31][CH2:30][CH2:29][CH2:28][O:27]1.CCN(C(C)C)C(C)C, predict the reaction product. The product is: [CH2:9]([S:8][C:6]1[C:5]([C:11]([NH:13][CH2:14][C:15]2[CH:20]=[CH:19][CH:18]=[C:17]([F:21])[CH:16]=2)=[O:12])=[C:4]([CH3:22])[CH:3]=[C:2]([N:24]([CH3:23])[CH2:25][CH:26]2[CH2:31][CH2:30][CH2:29][CH2:28][O:27]2)[N:7]=1)[CH3:10]. (2) Given the reactants [O:1]1[C:5]([NH2:6])=[CH:4][CH:3]=[N:2]1.N1C=CC=CC=1.Cl[C:14]([O:16][CH2:17][C:18]([Cl:21])([Cl:20])[Cl:19])=[O:15], predict the reaction product. The product is: [O:1]1[C:5]([NH:6][C:14](=[O:15])[O:16][CH2:17][C:18]([Cl:21])([Cl:20])[Cl:19])=[CH:4][CH:3]=[N:2]1. (3) Given the reactants [H-].[Al+3].[Li+].[H-].[H-].[H-].[Br:7][C:8]1[CH:9]=[CH:10][C:11]([NH:14][C:15](=O)[CH:16]([N:18]2[CH2:22][CH2:21][CH2:20][CH2:19]2)[CH3:17])=[N:12][CH:13]=1.CCOC(C)=O.[OH-].[Na+], predict the reaction product. The product is: [Br:7][C:8]1[CH:9]=[CH:10][C:11]([NH:14][CH2:15][CH:16]([N:18]2[CH2:22][CH2:21][CH2:20][CH2:19]2)[CH3:17])=[N:12][CH:13]=1. (4) Given the reactants [CH2:1]([O:3][C:4](=[O:29])[CH2:5][CH2:6][C:7]1[CH:12]=[CH:11][C:10]([CH2:13][OH:14])=[CH:9][C:8]=1[C:15](=[O:28])[NH:16][CH2:17][C:18]1[C:27]2[C:22](=[CH:23][CH:24]=[CH:25][CH:26]=2)[CH:21]=[CH:20][CH:19]=1)[CH3:2].[CH3:30][C:31]1[CH:36]=[CH:35][CH:34]=[CH:33][C:32]=1O.C1(P(C2C=CC=CC=2)C2C=CC=CC=2)C=CC=CC=1.N(C(OCC)=O)=NC(OCC)=O, predict the reaction product. The product is: [CH2:1]([O:3][C:4](=[O:29])[CH2:5][CH2:6][C:7]1[CH:12]=[CH:11][C:10]([CH2:13][O:14][C:32]2[CH:33]=[CH:34][CH:35]=[CH:36][C:31]=2[CH3:30])=[CH:9][C:8]=1[C:15](=[O:28])[NH:16][CH2:17][C:18]1[C:27]2[C:22](=[CH:23][CH:24]=[CH:25][CH:26]=2)[CH:21]=[CH:20][CH:19]=1)[CH3:2].